The task is: Predict the product of the given reaction.. This data is from Forward reaction prediction with 1.9M reactions from USPTO patents (1976-2016). (1) Given the reactants Br[C:2]1[CH:7]=[CH:6][C:5]([C:8]2[NH:9][CH:10]=[CH:11][N:12]=2)=[CH:4][CH:3]=1.[CH:13]1([NH:16][C:17](=[O:34])[C:18]2[CH:23]=[CH:22][C:21]([CH3:24])=[C:20](B3OC(C)(C)C(C)(C)O3)[CH:19]=2)[CH2:15][CH2:14]1, predict the reaction product. The product is: [CH:13]1([NH:16][C:17]([C:18]2[CH:23]=[C:22]([C:2]3[CH:7]=[CH:6][C:5]([C:8]4[NH:9][CH:10]=[CH:11][N:12]=4)=[CH:4][CH:3]=3)[C:21]([CH3:24])=[CH:20][CH:19]=2)=[O:34])[CH2:14][CH2:15]1. (2) Given the reactants [C:1]([C:5]1[O:9][N:8]=[C:7]([NH:10][C:11](=[O:45])[NH:12][C:13]2[CH:14]=[C:15]([CH:42]=[CH:43][CH:44]=2)[O:16][C:17]2[C:26]3[C:21](=[CH:22][C:23]([O:40][CH3:41])=[C:24]([O:27][C@H:28]4[CH2:32][CH2:31][N:30](C(OC(C)(C)C)=O)[CH2:29]4)[CH:25]=3)[N:20]=[CH:19][N:18]=2)[CH:6]=1)([CH3:4])([CH3:3])[CH3:2].[ClH:46].O1CCOCC1, predict the reaction product. The product is: [ClH:46].[ClH:46].[C:1]([C:5]1[O:9][N:8]=[C:7]([NH:10][C:11]([NH:12][C:13]2[CH:44]=[CH:43][CH:42]=[C:15]([O:16][C:17]3[C:26]4[C:21](=[CH:22][C:23]([O:40][CH3:41])=[C:24]([O:27][C@H:28]5[CH2:32][CH2:31][NH:30][CH2:29]5)[CH:25]=4)[N:20]=[CH:19][N:18]=3)[CH:14]=2)=[O:45])[CH:6]=1)([CH3:4])([CH3:2])[CH3:3]. (3) Given the reactants [F:1][C:2]1[C:3]([CH3:18])=[N:4][C:5]2[C:10]([CH:11]=1)=[CH:9][CH:8]=[C:7]([O:12][CH2:13][C@H:14]([O:16][CH3:17])[CH3:15])[CH:6]=2.[O:19]1CCOCC1, predict the reaction product. The product is: [F:1][C:2]1[C:3]([CH:18]=[O:19])=[N:4][C:5]2[C:10]([CH:11]=1)=[CH:9][CH:8]=[C:7]([O:12][CH2:13][C@H:14]([O:16][CH3:17])[CH3:15])[CH:6]=2. (4) Given the reactants C1[CH:6]([CH2:7][N:8]2[C:13](=[O:14])[CH:12]=C[C:9]2=[O:10])[CH2:5][CH2:4]C(C(ON2C(=O)CCC2=O)=O)C1.[C:25]([O-:44])(=[O:43])CCCCCCCCCCCCCCCCC.[Mg+2].C([O-])(=[O:64])CCCCCCCCCCCCCCCCC, predict the reaction product. The product is: [CH2:12]1[C:9](=[O:10])[N:8]2[C@@H:7]([C:25]([OH:44])=[O:43])/[C:6](/[O:14][C@H:13]12)=[CH:5]/[CH2:4][OH:64]. (5) Given the reactants C(OC(=O)[N:7]([CH2:12][CH2:13][C:14]1[N:19]=[C:18]([NH:20]CC2C=CC=CC=2)[C:17]2[NH:28][C:29](=[O:38])[N:30]([CH2:31][C:32]3[CH:37]=[CH:36][CH:35]=[CH:34][CH:33]=3)[C:16]=2[CH:15]=1)[CH2:8][CH2:9][O:10][CH3:11])(C)(C)C.O.C([O-])(O)=O.[Na+], predict the reaction product. The product is: [NH2:20][C:18]1[C:17]2[NH:28][C:29](=[O:38])[N:30]([CH2:31][C:32]3[CH:37]=[CH:36][CH:35]=[CH:34][CH:33]=3)[C:16]=2[CH:15]=[C:14]([CH2:13][CH2:12][NH:7][CH2:8][CH2:9][O:10][CH3:11])[N:19]=1. (6) Given the reactants [Cl:1][C:2]1[CH:7]=[CH:6][C:5]([C:8]2[C:12]([CH2:13][O:14][C:15]3[CH:23]=[CH:22][C:18]([C:19]([OH:21])=O)=[CH:17][N:16]=3)=[C:11]([CH3:24])[O:10][N:9]=2)=[CH:4][CH:3]=1.[NH2:25][C@@H:26]([CH2:28][OH:29])[CH3:27], predict the reaction product. The product is: [Cl:1][C:2]1[CH:3]=[CH:4][C:5]([C:8]2[C:12]([CH2:13][O:14][C:15]3[CH:23]=[CH:22][C:18]([C:19]([NH:25][C@H:26]([CH3:27])[CH2:28][OH:29])=[O:21])=[CH:17][N:16]=3)=[C:11]([CH3:24])[O:10][N:9]=2)=[CH:6][CH:7]=1. (7) Given the reactants [Cl:1][C:2]1[C:3](=[O:19])[N:4]([CH:9]2[CH2:14][C:13]([CH3:16])([CH3:15])[CH2:12][C:11]([CH3:18])([CH3:17])[CH2:10]2)[N:5]=[CH:6][C:7]=1Cl.[CH3:20][N:21]([CH3:25])[CH2:22][CH2:23][NH2:24], predict the reaction product. The product is: [Cl:1][C:2]1[C:3](=[O:19])[N:4]([CH:9]2[CH2:14][C:13]([CH3:16])([CH3:15])[CH2:12][C:11]([CH3:18])([CH3:17])[CH2:10]2)[N:5]=[CH:6][C:7]=1[NH:24][CH2:23][CH2:22][N:21]([CH3:25])[CH3:20].